This data is from Retrosynthesis with 50K atom-mapped reactions and 10 reaction types from USPTO. The task is: Predict the reactants needed to synthesize the given product. (1) Given the product O=c1n(Cc2cnc(-c3ccccc3Cl)o2)nc(-c2ccc(Cl)cc2)n1C[C@H](O)C(F)(F)F, predict the reactants needed to synthesize it. The reactants are: Clc1ccccc1-c1ncc(CBr)o1.O=c1[nH]nc(-c2ccc(Cl)cc2)n1C[C@H](O)C(F)(F)F. (2) Given the product Cc1ccc(-c2cc(Cl)ccc2OCc2ccccc2)n1-c1ccc(C(=O)NCc2ccncc2)cc1, predict the reactants needed to synthesize it. The reactants are: Cc1ccc(-c2cc(Cl)ccc2OCc2ccccc2)n1-c1ccc(C(=O)O)cc1.NCc1ccncc1. (3) Given the product Cn1ncc2c(=O)[nH]c(N3CCN(c4c(F)cc(N)cc4F)CC3)nc21, predict the reactants needed to synthesize it. The reactants are: Cn1ncc2c(=O)[nH]c(N3CCN(c4c(F)cc([N+](=O)[O-])cc4F)CC3)nc21. (4) Given the product CC(C(=O)NCc1ccc(N2CCCCCC2)c(F)c1)c1cccc2cnccc12, predict the reactants needed to synthesize it. The reactants are: CC(C(=O)O)c1cccc2cnccc12.NCc1ccc(N2CCCCCC2)c(F)c1. (5) Given the product O=C1C[C@@H](O)C=C1Cc1cccc(OCc2ccccc2)c1, predict the reactants needed to synthesize it. The reactants are: CC(=O)O[C@H]1C=C(Cc2cccc(OCc3ccccc3)c2)C(=O)C1. (6) The reactants are: CNC(=O)c1ccccc1Nc1nc(Cl)ncc1Cl.Nc1ccc2c(c1)NCCNC2=O. Given the product CNC(=O)c1ccccc1Nc1nc(Nc2ccc3c(c2)NCCNC3=O)ncc1Cl, predict the reactants needed to synthesize it. (7) Given the product O=C(OCCCCl)N1Cc2cnc(NC3Cc4ccccc4C3)nc2C1, predict the reactants needed to synthesize it. The reactants are: O=C(Cl)OCCCCl.c1ccc2c(c1)CC(Nc1ncc3c(n1)CNC3)C2.